Dataset: Full USPTO retrosynthesis dataset with 1.9M reactions from patents (1976-2016). Task: Predict the reactants needed to synthesize the given product. (1) Given the product [NH:1]1[C:5]2[CH:6]=[CH:7][C:8]([N:10]3[C:16](=[O:17])[C:15]4[C:14](=[CH:23][CH:22]=[CH:21][CH:20]=4)[NH:11][C:12]3=[S:13])=[CH:9][C:4]=2[N:3]=[CH:2]1, predict the reactants needed to synthesize it. The reactants are: [NH:1]1[C:5]2[CH:6]=[CH:7][C:8]([NH2:10])=[CH:9][C:4]=2[N:3]=[CH:2]1.[N:11]([C:14]1[CH:23]=[CH:22][CH:21]=[CH:20][C:15]=1[C:16](OC)=[O:17])=[C:12]=[S:13]. (2) Given the product [F:10][C:7]1[N:8]=[CH:9][C:4]([C@H:2]([N:17]2[CH2:16][CH2:15][N:14]([C:18]([O:20][C:21]([CH3:24])([CH3:23])[CH3:22])=[O:19])[CH2:13][C@@H:12]2[CH3:11])[CH3:3])=[CH:5][CH:6]=1, predict the reactants needed to synthesize it. The reactants are: Br[CH:2]([C:4]1[CH:5]=[CH:6][C:7]([F:10])=[N:8][CH:9]=1)[CH3:3].[CH3:11][C@@H:12]1[NH:17][CH2:16][CH2:15][N:14]([C:18]([O:20][C:21]([CH3:24])([CH3:23])[CH3:22])=[O:19])[CH2:13]1.C([O-])([O-])=O.[K+].[K+]. (3) Given the product [Br:9][C:10]1[CH:15]=[CH:14][C:13](/[C:16](/[C:8]#[C:7][C:1]2[CH:6]=[CH:5][CH:4]=[CH:3][CH:2]=2)=[CH:17]/[CH2:18][OH:19])=[CH:12][CH:11]=1, predict the reactants needed to synthesize it. The reactants are: [C:1]1([C:7]#[CH:8])[CH:6]=[CH:5][CH:4]=[CH:3][CH:2]=1.[Br:9][C:10]1[CH:15]=[CH:14][C:13](/[C:16](/I)=[CH:17]/[CH2:18][OH:19])=[CH:12][CH:11]=1.C(NC(C)C)(C)C. (4) The reactants are: [C:1](#[N:5])[CH2:2][C:3]#[N:4].C([O-])([O-])=O.[K+].[K+].Cl[C:13]1[N:18]=[C:17]([N:19]2[CH2:24][CH2:23][CH:22]([C:25]3[C:33]4[C:28](=[N:29][CH:30]=[CH:31][C:32]=4[CH3:34])[NH:27][N:26]=3)[CH2:21][CH2:20]2)[N:16]=[C:15]([O:35][CH2:36][C@H:37]2[CH2:39][C@H:38]2[C:40]#[N:41])[N:14]=1.CS(C)=O. Given the product [C:40]([C@@H:38]1[CH2:39][C@@H:37]1[CH2:36][O:35][C:15]1[N:16]=[C:17]([N:19]2[CH2:20][CH2:21][CH:22]([C:25]3[C:33]4[C:28](=[N:29][CH:30]=[CH:31][C:32]=4[CH3:34])[NH:27][N:26]=3)[CH2:23][CH2:24]2)[N:18]=[C:13]([CH:2]([C:1]#[N:5])[C:3]#[N:4])[N:14]=1)#[N:41], predict the reactants needed to synthesize it. (5) Given the product [ClH:63].[C:1]([C:5]1[CH:6]=[C:7]([NH:17][C:18]([NH:20][C:21]2[C:30]3[C:25](=[CH:26][CH:27]=[CH:28][CH:29]=3)[C:24]([O:31][C:32]3[CH:37]=[CH:36][N:35]=[C:34]([NH:38][C:39]4[CH:44]=[CH:43][C:42]([C:45](=[O:56])[NH:46][CH2:47][CH2:48][N:49]5[CH2:54][CH2:53][S:52](=[O:55])[CH2:51][CH2:50]5)=[C:41]([O:57][CH3:58])[CH:40]=4)[CH:33]=3)=[CH:23][CH:22]=2)=[O:19])[C:8]([O:15][CH3:16])=[C:9]([CH:14]=1)[C:10]([OH:12])=[O:11])([CH3:4])([CH3:2])[CH3:3], predict the reactants needed to synthesize it. The reactants are: [C:1]([C:5]1[CH:6]=[C:7]([NH:17][C:18]([NH:20][C:21]2[C:30]3[C:25](=[CH:26][CH:27]=[CH:28][CH:29]=3)[C:24]([O:31][C:32]3[CH:37]=[CH:36][N:35]=[C:34]([NH:38][C:39]4[CH:44]=[CH:43][C:42]([C:45](=[O:56])[NH:46][CH2:47][CH2:48][N:49]5[CH2:54][CH2:53][S:52](=[O:55])[CH2:51][CH2:50]5)=[C:41]([O:57][CH3:58])[CH:40]=4)[CH:33]=3)=[CH:23][CH:22]=2)=[O:19])[C:8]([O:15][CH3:16])=[C:9]([CH:14]=1)[C:10]([O:12]C)=[O:11])([CH3:4])([CH3:3])[CH3:2].CO.[Li+].[OH-].[ClH:63]. (6) The reactants are: [CH3:1][O:2][C:3]([C:5]1[CH:14]=[C:13]([OH:15])[C:12]2[C:7](=[C:8]([O:16][CH2:17][C:18]3[CH:23]=[CH:22][CH:21]=[CH:20][CH:19]=3)[CH:9]=[CH:10][CH:11]=2)[N:6]=1)=[O:4].N1C=CC=CC=1.[S:30](O[S:30]([C:33]([F:36])([F:35])[F:34])(=[O:32])=[O:31])([C:33]([F:36])([F:35])[F:34])(=[O:32])=[O:31].[NH4+].[Cl-]. Given the product [CH3:1][O:2][C:3]([C:5]1[CH:14]=[C:13]([O:15][S:30]([C:33]([F:36])([F:35])[F:34])(=[O:32])=[O:31])[C:12]2[C:7](=[C:8]([O:16][CH2:17][C:18]3[CH:23]=[CH:22][CH:21]=[CH:20][CH:19]=3)[CH:9]=[CH:10][CH:11]=2)[N:6]=1)=[O:4], predict the reactants needed to synthesize it. (7) Given the product [F:5][C:6]1[CH:7]=[CH:8][C:9]([O:12][C:13]([F:14])([F:15])[F:16])=[C:10]([N+:1]([O-:4])=[O:2])[CH:11]=1, predict the reactants needed to synthesize it. The reactants are: [N+:1]([O-:4])(O)=[O:2].[F:5][C:6]1[CH:11]=[CH:10][C:9]([O:12][C:13]([F:16])([F:15])[F:14])=[CH:8][CH:7]=1. (8) Given the product [Cl:14][C:2]1[CH:7]=[N:6][C:5]([C:8]([O:10][CH3:11])=[O:9])=[CH:4][N:3]=1, predict the reactants needed to synthesize it. The reactants are: O[C:2]1[CH:7]=[N:6][C:5]([C:8]([O:10][CH3:11])=[O:9])=[CH:4][N:3]=1.P(Cl)(Cl)([Cl:14])=O. (9) Given the product [Cl:1][C:2]1[CH:10]=[C:9]2[C:5]([C:6]([C:11]([N:13]3[CH2:18][CH2:17][CH:16]([C:19]4[CH:24]=[CH:23][CH:22]=[CH:21][C:20]=4[F:25])[CH2:15][CH2:14]3)=[O:12])=[CH:7][N:8]2[CH2:27][CH2:28][N:29]([CH3:31])[CH3:30])=[CH:4][CH:3]=1, predict the reactants needed to synthesize it. The reactants are: [Cl:1][C:2]1[CH:10]=[C:9]2[C:5]([C:6]([C:11]([N:13]3[CH2:18][CH2:17][CH:16]([C:19]4[CH:24]=[CH:23][CH:22]=[CH:21][C:20]=4[F:25])[CH2:15][CH2:14]3)=[O:12])=[CH:7][NH:8]2)=[CH:4][CH:3]=1.Cl[CH2:27][CH2:28][N:29]([CH3:31])[CH3:30].